Dataset: Catalyst prediction with 721,799 reactions and 888 catalyst types from USPTO. Task: Predict which catalyst facilitates the given reaction. (1) Reactant: [C:1]([C:5]1[CH:25]=[CH:24][C:8]([C:9]([NH:11][C:12]2[CH:13]=[CH:14][C:15]3[S:19][C:18]([C:20]([OH:22])=[O:21])=[N:17][C:16]=3[CH:23]=2)=[O:10])=[CH:7][CH:6]=1)([CH3:4])([CH3:3])[CH3:2].[CH3:26]O. Product: [C:1]([C:5]1[CH:25]=[CH:24][C:8]([C:9]([NH:11][C:12]2[CH:13]=[CH:14][C:15]3[S:19][C:18]([C:20]([O:22][CH3:26])=[O:21])=[N:17][C:16]=3[CH:23]=2)=[O:10])=[CH:7][CH:6]=1)([CH3:4])([CH3:2])[CH3:3]. The catalyst class is: 33. (2) Reactant: [NH:1]1[C:9]2[C:4](=[CH:5][CH:6]=[CH:7][CH:8]=2)[C:3]([CH:10]=[CH:11][C:12]([NH:14][C:15]2[CH:16]=[C:17]([CH:21]=[CH:22][CH:23]=2)[C:18]([OH:20])=O)=[O:13])=[CH:2]1.CN(C(ON1N=N[C:34]2[CH:35]=[CH:36][CH:37]=[N:38][C:33]1=2)=[N+](C)C)C.F[P-](F)(F)(F)(F)F.[CH3:48][CH2:49][N:50](C(C)C)C(C)C. Product: [NH:1]1[C:9]2[C:4](=[CH:5][CH:6]=[CH:7][CH:8]=2)[C:3]([CH:10]=[CH:11][C:12]([NH:14][C:15]2[CH:16]=[C:17]([CH:21]=[CH:22][CH:23]=2)[C:18]([NH:50][CH2:49][CH2:48][N:38]2[CH2:33][CH2:34][CH2:35][CH2:36][CH2:37]2)=[O:20])=[O:13])=[CH:2]1. The catalyst class is: 3. (3) Reactant: [CH2:1]([N:8]1[C:16]2[C:11](=[CH:12][C:13]([NH:17][C:18]3[C:27]4[C:22](=[CH:23][CH:24]=[C:25]([C:28]5[O:29][C:30]([CH:33]6OCC[O:34]6)=[CH:31][CH:32]=5)[CH:26]=4)[N:21]=[CH:20][N:19]=3)=[CH:14][CH:15]=2)[CH:10]=[N:9]1)[C:2]1[CH:7]=[CH:6][CH:5]=[CH:4][CH:3]=1.[ClH:38]. Product: [ClH:38].[CH2:1]([N:8]1[C:16]2[C:11](=[CH:12][C:13]([NH:17][C:18]3[C:27]4[C:22](=[CH:23][CH:24]=[C:25]([C:28]5[O:29][C:30]([CH:33]=[O:34])=[CH:31][CH:32]=5)[CH:26]=4)[N:21]=[CH:20][N:19]=3)=[CH:14][CH:15]=2)[CH:10]=[N:9]1)[C:2]1[CH:7]=[CH:6][CH:5]=[CH:4][CH:3]=1. The catalyst class is: 1. (4) Reactant: CN(C)C1C=CC=CC=1.[Cl-].[Cl-].[Cl-].[Al+3].C([O:21][CH2:22][CH2:23][C:24]1[C:25](=[O:51])[O:26][C:27]2[C:32]([C:33]=1[NH:34][C:35]1[C:40]([Cl:41])=[CH:39][N:38]=[CH:37][C:36]=1[Cl:42])=[CH:31][CH:30]=[C:29]([O:43][CH3:44])[C:28]=2[O:45][CH:46]1[CH2:50][CH2:49][CH2:48][CH2:47]1)C1C=CC=CC=1. Product: [CH:46]1([O:45][C:28]2[C:29]([O:43][CH3:44])=[CH:30][CH:31]=[C:32]3[C:27]=2[O:26][C:25](=[O:51])[C:24]([CH2:23][CH2:22][OH:21])=[C:33]3[NH:34][C:35]2[C:36]([Cl:42])=[CH:37][N:38]=[CH:39][C:40]=2[Cl:41])[CH2:50][CH2:49][CH2:48][CH2:47]1. The catalyst class is: 4. (5) Reactant: [CH3:1][NH:2][C:3]1[CH:11]=[CH:10][C:6]([C:7]([OH:9])=O)=[CH:5][CH:4]=1.[CH2:12]([N:14]([CH2:18][CH3:19])[CH2:15][CH2:16][NH2:17])[CH3:13].CN(C(ON1N=NC2C=CC=CC1=2)=[N+](C)C)C.[B-](F)(F)(F)F.C1C=CC2N(O)N=NC=2C=1.CCN(C(C)C)C(C)C.C(=O)([O-])[O-].[Na+].[Na+]. Product: [CH2:12]([N:14]([CH2:18][CH3:19])[CH2:15][CH2:16][NH:17][C:7](=[O:9])[C:6]1[CH:5]=[CH:4][C:3]([NH:2][CH3:1])=[CH:11][CH:10]=1)[CH3:13]. The catalyst class is: 3. (6) Reactant: [F:1][C:2]1[CH:11]=[CH:10][CH:9]=[C:8]2[C:3]=1[C:4]1([CH2:18][CH2:17][CH2:16]1)[CH2:5][CH2:6][N:7]2[CH2:12][C:13]([NH2:15])=O.CSC.B. Product: [F:1][C:2]1[CH:11]=[CH:10][CH:9]=[C:8]2[C:3]=1[C:4]1([CH2:16][CH2:17][CH2:18]1)[CH2:5][CH2:6][N:7]2[CH2:12][CH2:13][NH2:15]. The catalyst class is: 7. (7) Reactant: Br[C:2]1[CH:3]=[CH:4][C:5]([NH:8][C:9](=[O:26])[CH:10]([NH:14][C:15](=[O:25])[CH2:16][C:17]2[CH:22]=[C:21]([F:23])[CH:20]=[C:19]([F:24])[CH:18]=2)[CH2:11][CH2:12][CH3:13])=[N:6][CH:7]=1.[CH3:27][C:28](=[O:32])[CH:29]=[CH:30][CH3:31].C(N(C(C)C)CC)(C)C.C1(C)C=CC=CC=1P(C1C=CC=CC=1C)C1C=CC=CC=1C. Product: [CH3:31][C:30]([C:2]1[CH:3]=[CH:4][C:5]([NH:8][C:9](=[O:26])[CH:10]([NH:14][C:15](=[O:25])[CH2:16][C:17]2[CH:22]=[C:21]([F:23])[CH:20]=[C:19]([F:24])[CH:18]=2)[CH2:11][CH2:12][CH3:13])=[N:6][CH:7]=1)=[CH:29][C:28](=[O:32])[CH3:27]. The catalyst class is: 167.